This data is from Full USPTO retrosynthesis dataset with 1.9M reactions from patents (1976-2016). The task is: Predict the reactants needed to synthesize the given product. (1) The reactants are: [CH3:1][NH:2][C:3]([C:5]1([NH:11]C(=O)OC(C)(C)C)[CH2:10][CH2:9][O:8][CH2:7][CH2:6]1)=[O:4].FC(F)(F)C(O)=O. Given the product [NH2:11][C:5]1([C:3]([NH:2][CH3:1])=[O:4])[CH2:6][CH2:7][O:8][CH2:9][CH2:10]1, predict the reactants needed to synthesize it. (2) Given the product [F:5][C:6]1[C:7]([NH:17][C:18]2[CH:23]=[CH:22][C:21]([C:3]#[C:2][CH2:1][OH:4])=[CH:20][C:19]=2[F:25])=[C:8]([CH:13]=[CH:14][C:15]=1[F:16])[C:9]([O:11][CH3:12])=[O:10], predict the reactants needed to synthesize it. The reactants are: [CH2:1]([OH:4])[C:2]#[CH:3].[F:5][C:6]1[C:7]([NH:17][C:18]2[CH:23]=[CH:22][C:21](I)=[CH:20][C:19]=2[F:25])=[C:8]([CH:13]=[CH:14][C:15]=1[F:16])[C:9]([O:11][CH3:12])=[O:10]. (3) Given the product [Cl:31][C:28]1[CH:27]=[CH:26][C:25]([CH:9]2[C:8]3[NH:4][C:5]([C:38]4[C:39]([O:41][CH3:42])=[N:40][C:35]([O:34][CH3:33])=[N:36][CH:37]=4)=[N:6][C:7]=3[C:11](=[O:12])[N:10]2[C:13]2[CH:14]=[C:15]([O:23][CH3:24])[C:16]3[N:17]([C:19]([CH3:22])=[N:20][N:21]=3)[CH:18]=2)=[CH:30][CH:29]=1, predict the reactants needed to synthesize it. The reactants are: C([N:4]1[C:8]2[CH:9]([C:25]3[CH:30]=[CH:29][C:28]([Cl:31])=[CH:27][CH:26]=3)[N:10]([C:13]3[CH:14]=[C:15]([O:23][CH3:24])[C:16]4[N:17]([C:19]([CH3:22])=[N:20][N:21]=4)[CH:18]=3)[C:11](=[O:12])[C:7]=2[N:6]=[C:5]1Br)C=C.[CH3:33][O:34][C:35]1[N:40]=[C:39]([O:41][CH3:42])[C:38](B(O)O)=[CH:37][N:36]=1. (4) Given the product [CH3:1][O:2][C:3]1[CH:4]=[C:5]([NH:15][C:16](=[O:25])[O:17][CH2:18][C:19]2[CH:20]=[CH:21][CH:22]=[CH:23][CH:24]=2)[CH:6]=[CH:7][C:8]=1[CH:9]1[CH2:10][CH2:11][N:12]([CH3:28])[CH2:13][CH2:14]1, predict the reactants needed to synthesize it. The reactants are: [CH3:1][O:2][C:3]1[CH:4]=[C:5]([NH:15][C:16](=[O:25])[O:17][CH2:18][C:19]2[CH:24]=[CH:23][CH:22]=[CH:21][CH:20]=2)[CH:6]=[CH:7][C:8]=1[CH:9]1[CH2:14][CH2:13][NH:12][CH2:11][CH2:10]1.C=O.[C:28](O[BH-](OC(=O)C)OC(=O)C)(=O)C.[Na+].C(=O)([O-])O.[Na+]. (5) The reactants are: [CH2:1]([O:3][C:4](=[O:22])[C:5]1[CH:10]=[CH:9][C:8]([NH:11][C:12]2[N:21]=[C:15]3[C:16](Br)=[CH:17][CH:18]=[CH:19][N:14]3[N:13]=2)=[CH:7][CH:6]=1)[CH3:2].[Cl:23][C:24]1[CH:29]=[CH:28][C:27]([C:30]2([OH:36])[CH2:35][CH2:34][NH:33][CH2:32][CH2:31]2)=[CH:26][CH:25]=1.C(=O)([O-])[O-].[Cs+].[Cs+].C1(P(C2C=CC=CC=2)C2C3OC4C(=CC=CC=4P(C4C=CC=CC=4)C4C=CC=CC=4)C(C)(C)C=3C=CC=2)C=CC=CC=1. Given the product [CH2:1]([O:3][C:4](=[O:22])[C:5]1[CH:10]=[CH:9][C:8]([NH:11][C:12]2[N:21]=[C:15]3[C:16]([N:33]4[CH2:32][CH2:31][C:30]([C:27]5[CH:28]=[CH:29][C:24]([Cl:23])=[CH:25][CH:26]=5)([OH:36])[CH2:35][CH2:34]4)=[CH:17][CH:18]=[CH:19][N:14]3[N:13]=2)=[CH:7][CH:6]=1)[CH3:2], predict the reactants needed to synthesize it. (6) Given the product [F:23][C:22]1[CH:21]=[C:20]([CH3:24])[CH:19]=[C:18]([F:25])[C:17]=1[CH2:16][O:15][C:12]1[C:11]([C:26]([NH2:27])=[O:28])=[C:10]([NH:9][C:8]([NH:40][CH2:39][CH2:38][CH2:37][N:34]2[CH2:33][CH2:32][N:31]([CH3:30])[CH2:36][CH2:35]2)=[O:29])[S:14][N:13]=1, predict the reactants needed to synthesize it. The reactants are: C1(O[C:8](=[O:29])[NH:9][C:10]2[S:14][N:13]=[C:12]([O:15][CH2:16][C:17]3[C:22]([F:23])=[CH:21][C:20]([CH3:24])=[CH:19][C:18]=3[F:25])[C:11]=2[C:26](=[O:28])[NH2:27])C=CC=CC=1.[CH3:30][N:31]1[CH2:36][CH2:35][N:34]([CH2:37][CH2:38][CH2:39][NH2:40])[CH2:33][CH2:32]1. (7) Given the product [C:30]([O:29][C:27]([N:23]1[CH2:24][CH2:25][CH2:26][C@H:22]1[CH2:21][O:20][C:45]1[CH:46]=[CH:47][C:42]([B:37]2[O:38][C:39]([CH3:41])([CH3:40])[C:35]([CH3:49])([CH3:34])[O:36]2)=[CH:43][CH:44]=1)=[O:28])([CH3:33])([CH3:32])[CH3:31], predict the reactants needed to synthesize it. The reactants are: C1(P(C2C=CC=CC=2)C2C=CC=CC=2)C=CC=CC=1.[OH:20][CH2:21][C@H:22]1[CH2:26][CH2:25][CH2:24][N:23]1[C:27]([O:29][C:30]([CH3:33])([CH3:32])[CH3:31])=[O:28].[CH3:34][C:35]1([CH3:49])[C:39]([CH3:41])([CH3:40])[O:38][B:37]([C:42]2[CH:47]=[CH:46][C:45](O)=[CH:44][CH:43]=2)[O:36]1.N(C(N1CCCCC1)=O)=NC(N1CCCCC1)=O. (8) Given the product [NH2:1][C:2]1[N:3]([CH3:22])[C:4](=[O:21])[C@:5]2([N:20]=1)[C:14]1[CH:13]=[C:12]([C:29]3[CH:30]=[C:25]([CH:26]=[CH:27][CH:28]=3)[C:23]#[N:24])[CH:11]=[CH:10][C:9]=1[O:8][C@H:7]1[CH2:16][CH2:17][O:18][CH2:19][C@H:6]21, predict the reactants needed to synthesize it. The reactants are: [NH2:1][C:2]1[N:3]([CH3:22])[C:4](=[O:21])[C@:5]2([N:20]=1)[C:14]1[CH:13]=[C:12](Br)[CH:11]=[CH:10][C:9]=1[O:8][C@H:7]1[CH2:16][CH2:17][O:18][CH2:19][C@H:6]21.[C:23]([C:25]1[CH:26]=[C:27](B(O)O)[CH:28]=[CH:29][CH:30]=1)#[N:24]. (9) Given the product [CH3:1][O:2][C:3]1[CH:4]=[C:5]([C:11]([C:13]2[CH:18]=[C:17]([O:19][CH3:20])[CH:16]=[C:15]([O:21][CH3:22])[CH:14]=2)=[CH:31][C:32]#[N:33])[CH:6]=[C:7]([O:9][CH3:10])[CH:8]=1, predict the reactants needed to synthesize it. The reactants are: [CH3:1][O:2][C:3]1[CH:4]=[C:5]([C:11]([C:13]2[CH:18]=[C:17]([O:19][CH3:20])[CH:16]=[C:15]([O:21][CH3:22])[CH:14]=2)=O)[CH:6]=[C:7]([O:9][CH3:10])[CH:8]=1.C(OP([CH2:31][C:32]#[N:33])(=O)OCC)C.C[Si]([N-][Si](C)(C)C)(C)C.[Li+].O1C2C=CC(C(C3C=C(OC)C=C(OC)C=3)=CC#N)=CC=2OCC1.